Dataset: Peptide-MHC class I binding affinity with 185,985 pairs from IEDB/IMGT. Task: Regression. Given a peptide amino acid sequence and an MHC pseudo amino acid sequence, predict their binding affinity value. This is MHC class I binding data. (1) The peptide sequence is HIMPNSFRV. The MHC is HLA-B08:01 with pseudo-sequence HLA-B08:01. The binding affinity (normalized) is 0.109. (2) The peptide sequence is SLMAFTASI. The MHC is HLA-A02:02 with pseudo-sequence HLA-A02:02. The binding affinity (normalized) is 0.726. (3) The peptide sequence is AFHHMAREK. The MHC is HLA-A30:02 with pseudo-sequence HLA-A30:02. The binding affinity (normalized) is 0. (4) The peptide sequence is GLVDLFVFS. The MHC is HLA-A02:02 with pseudo-sequence HLA-A02:02. The binding affinity (normalized) is 1.00. (5) The peptide sequence is CVRMYNPTN. The MHC is HLA-B27:05 with pseudo-sequence HLA-B27:05. The binding affinity (normalized) is 0.526. (6) The peptide sequence is LEDSHNGKL. The MHC is HLA-B40:01 with pseudo-sequence HLA-B40:01. The binding affinity (normalized) is 0.603.